From a dataset of Peptide-MHC class I binding affinity with 185,985 pairs from IEDB/IMGT. Regression. Given a peptide amino acid sequence and an MHC pseudo amino acid sequence, predict their binding affinity value. This is MHC class I binding data. The peptide sequence is RRAARAEYL. The MHC is HLA-A03:01 with pseudo-sequence HLA-A03:01. The binding affinity (normalized) is 0.